The task is: Predict the reactants needed to synthesize the given product.. This data is from Full USPTO retrosynthesis dataset with 1.9M reactions from patents (1976-2016). (1) Given the product [F:58][C:55]1[CH:56]=[CH:57][C:52]([CH2:51][N:39]2[C:38](=[O:59])[C:37]([CH2:36][CH2:35][CH2:32][OH:34])=[CH:42][C:41]([C:43]3[CH:48]=[CH:47][C:46]([O:19][CH3:12])=[C:45]([F:50])[CH:44]=3)=[N:40]2)=[CH:53][CH:54]=1, predict the reactants needed to synthesize it. The reactants are: FC1C=C(F)C=CC=1C1C=C(CN2C(=O)C3=CC=CC=C3C2=O)[C:12](=[O:19])N(CC(C)C)N=1.[C:32]([CH2:35][CH2:36][C:37]1[C:38](=[O:59])[N:39]([CH2:51][C:52]2[CH:57]=[CH:56][C:55]([F:58])=[CH:54][CH:53]=2)[N:40]=[C:41]([C:43]2[CH:48]=[CH:47][C:46](C)=[C:45]([F:50])[CH:44]=2)[CH:42]=1)([OH:34])=O. (2) Given the product [Br:1][C:2]1[N:6]([C:7]([CH3:10])([CH3:9])[CH3:8])[N:5]=[CH:4][C:3]=1[C:11]1[S:12][CH:13]=[C:14]([CH2:16][C:17]([OH:19])=[O:18])[N:15]=1, predict the reactants needed to synthesize it. The reactants are: [Br:1][C:2]1[N:6]([C:7]([CH3:10])([CH3:9])[CH3:8])[N:5]=[CH:4][C:3]=1[C:11]1[S:12][CH:13]=[C:14]([CH2:16][C:17]([O:19]CC)=[O:18])[N:15]=1.[OH-].[Na+]. (3) Given the product [CH3:1][O:2][NH:3][C:4]([C:6]1[C:7](=[O:29])[C:8]2[CH:13]=[N:12][C:11]([NH:30][C:31]3[CH:44]=[CH:43][CH:42]=[C:33]([C:34](=[O:35])[NH:36][CH2:37][CH2:38][N:39]([CH3:40])[CH3:41])[CH:32]=3)=[N:10][C:9]=2[N:18]([C:20]2[CH:21]=[C:22]3[C:26](=[CH:27][CH:28]=2)[CH2:25][CH2:24][CH2:23]3)[CH:19]=1)=[O:5], predict the reactants needed to synthesize it. The reactants are: [CH3:1][O:2][NH:3][C:4]([C:6]1[C:7](=[O:29])[C:8]2[CH:13]=[N:12][C:11](S(C)(=O)=O)=[N:10][C:9]=2[N:18]([C:20]2[CH:21]=[C:22]3[C:26](=[CH:27][CH:28]=2)[CH2:25][CH2:24][CH2:23]3)[CH:19]=1)=[O:5].[NH2:30][C:31]1[CH:32]=[C:33]([CH:42]=[CH:43][CH:44]=1)[C:34]([NH:36][CH2:37][CH2:38][N:39]([CH3:41])[CH3:40])=[O:35]. (4) Given the product [Br:12][C:13]1[CH:19]=[CH:18][C:16]([NH:17][C:2]2[S:3][C:4]3[CH:10]=[C:9]([F:11])[CH:8]=[CH:7][C:5]=3[N:6]=2)=[CH:15][CH:14]=1, predict the reactants needed to synthesize it. The reactants are: Cl[C:2]1[S:3][C:4]2[CH:10]=[C:9]([F:11])[CH:8]=[CH:7][C:5]=2[N:6]=1.[Br:12][C:13]1[CH:19]=[CH:18][C:16]([NH2:17])=[CH:15][CH:14]=1.Cl.O1CCOCC1. (5) Given the product [CH2:8]([O:7][C:6]1[CH2:5][CH2:4][C:3](=[O:12])[C:2]=1[C:18]1[CH:19]=[CH:20][C:15]([O:14][CH3:13])=[CH:16][CH:17]=1)[CH:9]([CH3:11])[CH3:10], predict the reactants needed to synthesize it. The reactants are: Br[C:2]1[C:3](=[O:12])[CH2:4][CH2:5][C:6]=1[O:7][CH2:8][CH:9]([CH3:11])[CH3:10].[CH3:13][O:14][C:15]1[CH:20]=[CH:19][C:18](B(O)O)=[CH:17][CH:16]=1.COC1C=CC=C(OC)C=1C1C=CC=CC=1P(C1CCCCC1)C1CCCCC1.[O-]P([O-])([O-])=O.[K+].[K+].[K+]. (6) Given the product [N:1]1[C:2]2[C:3]3[CH:15]=[CH:14][CH:13]=[CH:12][C:4]=3[S:5][C:6]=2[C:7](=[O:8])[NH:18][CH:16]=1, predict the reactants needed to synthesize it. The reactants are: [NH2:1][C:2]1[C:3]2[CH:15]=[CH:14][CH:13]=[CH:12][C:4]=2[S:5][C:6]=1[C:7](OCC)=[O:8].[CH:16]([NH2:18])=O. (7) Given the product [N+:3]([CH:5]([C:11]([C:19]1[CH:20]=[CH:21][C:16]([O:15][CH3:14])=[CH:17][CH:18]=1)([CH3:12])[CH3:13])[C:6]([O:8][CH2:9][CH3:10])=[O:7])#[C-:4], predict the reactants needed to synthesize it. The reactants are: N#N.[N+:3]([C:5](=[C:11]([CH3:13])[CH3:12])[C:6]([O:8][CH2:9][CH3:10])=[O:7])#[C-:4].[CH3:14][O:15][C:16]1[CH:21]=[CH:20][C:19]([Mg]Br)=[CH:18][CH:17]=1.C(O)(=O)C.